Dataset: Catalyst prediction with 721,799 reactions and 888 catalyst types from USPTO. Task: Predict which catalyst facilitates the given reaction. (1) Reactant: [CH:1]1([NH:4][C:5]2[N:6]=[CH:7][C:8]3[CH2:14][N:13](C(OC(C)(C)C)=O)[CH2:12][CH2:11][C:9]=3[N:10]=2)[CH2:3][CH2:2]1. Product: [CH:1]1([NH:4][C:5]2[N:6]=[CH:7][C:8]3[CH2:14][NH:13][CH2:12][CH2:11][C:9]=3[N:10]=2)[CH2:3][CH2:2]1. The catalyst class is: 818. (2) Reactant: [CH2:1]([O:3][C:4]1[CH:5]=[CH:6][C:7]([N+:17]([O-])=O)=[C:8]([NH:10][C:11]2[CH:12]=[N:13][CH:14]=[CH:15][CH:16]=2)[CH:9]=1)[CH3:2]. Product: [CH2:1]([O:3][C:4]1[CH:9]=[C:8]([NH:10][C:11]2[CH:12]=[N:13][CH:14]=[CH:15][CH:16]=2)[C:7]([NH2:17])=[CH:6][CH:5]=1)[CH3:2]. The catalyst class is: 19. (3) Reactant: [F:1][C:2]1[CH:7]=[CH:6][C:5]([C:8]2[C:9]([C:19]3[CH:24]=[CH:23][CH:22]=[C:21]([CH3:25])[N:20]=3)=[N:10][N:11]3[CH:16]=[C:15]([CH2:17][OH:18])[CH:14]=[CH:13][C:12]=23)=[CH:4][CH:3]=1.Br[CH2:27][CH2:28][CH2:29]Cl.C(=O)([O-])[O-].[Cs+].[Cs+]. Product: [CH2:29]([O:18][CH2:17][C:15]1[CH:14]=[CH:13][C:12]2[N:11]([N:10]=[C:9]([C:19]3[CH:24]=[CH:23][CH:22]=[C:21]([CH3:25])[N:20]=3)[C:8]=2[C:5]2[CH:4]=[CH:3][C:2]([F:1])=[CH:7][CH:6]=2)[CH:16]=1)[CH:28]=[CH2:27]. The catalyst class is: 173. (4) Reactant: [C:1]([O:4][CH:5](P(OCC)(OCC)=O)[C:6]([O:8][CH2:9][CH3:10])=[O:7])(=[O:3])[CH3:2].[Cl-].[Li+].CN(C)C(N(C)C)=N.[CH3:29][C:30]1[CH:31]=[C:32]2[C:37](=[CH:38][CH:39]=1)[N:36]1[CH:40]=[N:41][C:42]([CH:43]=O)=[C:35]1[CH2:34][CH2:33]2.[Cl-].[NH4+]. Product: [C:1]([O:4][C:5](=[CH:43][C:42]1[N:41]=[CH:40][N:36]2[C:37]3[C:32](=[CH:31][C:30]([CH3:29])=[CH:39][CH:38]=3)[CH2:33][CH2:34][C:35]=12)[C:6]([O:8][CH2:9][CH3:10])=[O:7])(=[O:3])[CH3:2]. The catalyst class is: 7. (5) Reactant: [NH2:1][C:2]1[NH:3][C:4]([N:7]([C:12]2[CH:17]=[CH:16][C:15]([F:18])=[C:14]([F:19])[CH:13]=2)[CH2:8][CH2:9][CH2:10]O)=[N:5][N:6]=1.CCOC(/N=N/C(OCC)=O)=O.C1(P(C2C=CC=CC=2)C2C=CC=CC=2)C=CC=CC=1.O. Product: [F:19][C:14]1[CH:13]=[C:12]([N:7]2[CH2:8][CH2:9][CH2:10][N:5]3[N:6]=[C:2]([NH2:1])[N:3]=[C:4]23)[CH:17]=[CH:16][C:15]=1[F:18]. The catalyst class is: 7. (6) Reactant: [C:1]1([N:7]([C:27]2[CH:32]=[CH:31][CH:30]=[CH:29][CH:28]=2)[C:8]2[CH:13]=[CH:12][C:11]([C:14]3[CH:19]=[CH:18][C:17]([C:20]4[CH:25]=[CH:24][N:23]=[C:22]([NH2:26])[N:21]=4)=[CH:16][CH:15]=3)=[CH:10][CH:9]=2)[CH:6]=[CH:5][CH:4]=[CH:3][CH:2]=1.[OH-].[Na+].[CH3:35][C:36]1[CH:43]=[CH:42][C:39]([CH2:40]Br)=[CH:38][CH:37]=1.O. Product: [C:27]1([N:7]([C:1]2[CH:2]=[CH:3][CH:4]=[CH:5][CH:6]=2)[C:8]2[CH:9]=[CH:10][C:11]([C:14]3[CH:19]=[CH:18][C:17]([C:20]4[CH:25]=[CH:24][N:23]=[C:22]([N:26]([CH2:11][C:14]5[CH:19]=[CH:18][C:17]([CH3:20])=[CH:16][CH:15]=5)[CH2:35][C:36]5[CH:43]=[CH:42][C:39]([CH3:40])=[CH:38][CH:37]=5)[N:21]=4)=[CH:16][CH:15]=3)=[CH:12][CH:13]=2)[CH:28]=[CH:29][CH:30]=[CH:31][CH:32]=1. The catalyst class is: 16. (7) Reactant: [CH2:1]([N:8]([CH3:20])[S:9]([C:12]1[CH:17]=[CH:16][CH:15]=[CH:14][C:13]=1[C:18]#[N:19])(=[O:11])=[O:10])[C:2]1[CH:7]=[CH:6][CH:5]=[CH:4][CH:3]=1.[ClH:21]. Product: [ClH:21].[NH2:19][CH2:18][C:13]1[CH:14]=[CH:15][CH:16]=[CH:17][C:12]=1[S:9]([N:8]([CH2:1][C:2]1[CH:3]=[CH:4][CH:5]=[CH:6][CH:7]=1)[CH3:20])(=[O:11])=[O:10]. The catalyst class is: 5. (8) Reactant: [C:1]12[CH2:8][CH2:7][C:6]=1[CH:5]=[CH:4][C:3]([CH2:9][CH2:10][CH2:11][CH2:12][C:13]1([CH2:28][CH2:29][CH2:30][CH2:31][C:32]3[CH:33]=[C:34]4[C:37](=[CH:38][CH:39]=3)[CH2:36][CH2:35]4)[C:25]3[CH:24]=[C:23](Br)[CH:22]=[CH:21][C:20]=3[C:19]3[C:14]1=[CH:15][C:16](Br)=[CH:17][CH:18]=3)=[CH:2]2.[CH3:40][C:41]1[CH:46]=[CH:45][CH:44]=[C:43]([NH:47][C:48]2[CH:53]=[CH:52][CH:51]=[CH:50][CH:49]=2)[CH:42]=1. Product: [C:1]12[CH2:8][CH2:7][C:6]=1[CH:5]=[CH:4][C:3]([CH2:9][CH2:10][CH2:11][CH2:12][C:13]1([CH2:28][CH2:29][CH2:30][CH2:31][C:32]3[CH:33]=[C:34]4[C:37](=[CH:38][CH:39]=3)[CH2:36][CH2:35]4)[C:25]3[CH:24]=[C:23]([N:47]([C:48]4[CH:53]=[CH:52][CH:51]=[CH:50][CH:49]=4)[C:43]4[CH:42]=[C:41]([CH3:40])[CH:46]=[CH:45][CH:44]=4)[CH:22]=[CH:21][C:20]=3[C:19]3[C:14]1=[CH:15][C:16]([N:47]([C:48]1[CH:49]=[CH:50][CH:51]=[CH:52][CH:53]=1)[C:43]1[CH:42]=[C:41]([CH3:40])[CH:46]=[CH:45][CH:44]=1)=[CH:17][CH:18]=3)=[CH:2]2. The catalyst class is: 11. (9) Reactant: [CH3:1][NH:2][C:3]([C:5]1[C:23]([F:24])=[C:22]([F:25])[C:8]2[N:9]([C:14]3[CH:19]=[CH:18][C:17]([I:20])=[CH:16][C:15]=3[CH3:21])C[O:11][C:12](=[O:13])[C:7]=2[CH:6]=1)=[O:4].OCC(CO)O.Cl. Product: [F:24][C:23]1[C:22]([F:25])=[C:8]([NH:9][C:14]2[CH:19]=[CH:18][C:17]([I:20])=[CH:16][C:15]=2[CH3:21])[C:7]([C:12]([OH:13])=[O:11])=[CH:6][C:5]=1[C:3]([NH:2][CH3:1])=[O:4]. The catalyst class is: 1. (10) Product: [C:27]([O:35][CH2:36][C:37]1[CH:45]=[CH:44][CH:43]=[CH:42][C:38]=1[C:39]([NH:19][C:16]1[CH:15]=[CH:14][C:13]2[C:18](=[C:9]([O:8][CH:2]([CH3:1])[CH2:3][C:4]([CH3:7])([CH3:6])[CH3:5])[CH:10]=[CH:11][CH:12]=2)[N:17]=1)=[O:40])(=[O:34])[C:28]1[CH:29]=[CH:30][CH:31]=[CH:32][CH:33]=1. Reactant: [CH3:1][CH:2]([O:8][C:9]1[CH:10]=[CH:11][CH:12]=[C:13]2[C:18]=1[N:17]=[C:16]([NH2:19])[CH:15]=[CH:14]2)[CH2:3][C:4]([CH3:7])([CH3:6])[CH3:5].CCN(CC)CC.[C:27]([O:35][CH2:36][C:37]1[CH:45]=[CH:44][CH:43]=[CH:42][C:38]=1[C:39](Cl)=[O:40])(=[O:34])[C:28]1[CH:33]=[CH:32][CH:31]=[CH:30][CH:29]=1. The catalyst class is: 251.